Task: Regression. Given a peptide amino acid sequence and an MHC pseudo amino acid sequence, predict their binding affinity value. This is MHC class II binding data.. Dataset: Peptide-MHC class II binding affinity with 134,281 pairs from IEDB (1) The peptide sequence is WKTWGKNLVFSPGRK. The MHC is HLA-DQA10303-DQB10402 with pseudo-sequence HLA-DQA10303-DQB10402. The binding affinity (normalized) is 0.293. (2) The peptide sequence is YDEFLANVSTVLTGK. The MHC is DRB1_0101 with pseudo-sequence DRB1_0101. The binding affinity (normalized) is 0.917. (3) The peptide sequence is PLMSSKFPELGMNPS. The MHC is DRB5_0101 with pseudo-sequence DRB5_0101. The binding affinity (normalized) is 0.0622. (4) The binding affinity (normalized) is 0.468. The peptide sequence is ITAHLKRLWKMLDPR. The MHC is HLA-DQA10102-DQB10501 with pseudo-sequence HLA-DQA10102-DQB10501.